This data is from Blood-brain barrier permeability classification from the B3DB database. The task is: Regression/Classification. Given a drug SMILES string, predict its absorption, distribution, metabolism, or excretion properties. Task type varies by dataset: regression for continuous measurements (e.g., permeability, clearance, half-life) or binary classification for categorical outcomes (e.g., BBB penetration, CYP inhibition). Dataset: b3db_classification. (1) The compound is CCOC(=O)c1c[nH]c(=O)c2c1OC(=O)C[C@@H]2c1ccc2c(c1)n(C)c(=O)n2C. The result is 0 (does not penetrate BBB). (2) The result is 1 (penetrates BBB). The compound is CCCC(=O)OC1(C(=O)CCl)C(C)CC2C3CCC4=CC(=O)C=CC4(C)C3(F)C(=O)CC21C. (3) The compound is ClCCCl. The result is 1 (penetrates BBB). (4) The compound is O=C(O)Cc1ccccc1Nc1c(Cl)cccc1Cl. The result is 0 (does not penetrate BBB).